From a dataset of Reaction yield outcomes from USPTO patents with 853,638 reactions. Predict the reaction yield, written as a fraction of the theoretical maximum amount of product (1.0 means a 100% yield; for example, 0.34 means a 34% yield). (1) The reactants are [NH2:1][C:2]1[CH:7]=[CH:6][CH:5]=[CH:4][C:3]=1[SH:8].[Br:9][C:10]1[CH:11]=[C:12]([CH:15]=[CH:16][C:17]=1[OH:18])[CH:13]=O. The catalyst is CO. The product is [S:8]1[C:3]2[CH:4]=[CH:5][CH:6]=[CH:7][C:2]=2[N:1]=[C:13]1[C:12]1[CH:15]=[CH:16][C:17]([OH:18])=[C:10]([Br:9])[CH:11]=1. The yield is 0.380. (2) The reactants are Cl[C:2]1[N:3]=[C:4]([N:22]2[CH2:27][CH2:26][O:25][CH2:24][CH2:23]2)[C:5]2[N:10]=[C:9]([CH2:11][N:12]3[CH2:17][CH2:16][CH:15]([C:18]([OH:21])([CH3:20])[CH3:19])[CH2:14][CH2:13]3)[S:8][C:6]=2[N:7]=1.[CH3:28][C:29]1[O:30][C:31]2[CH:46]=[CH:45][CH:44]=[CH:43][C:32]=2[C:33]=1B1OC(C)(C)C(C)(C)O1.C([O-])([O-])=O.[Cs+].[Cs+]. The catalyst is O1CCOCC1.O.[Pd].C1(P(C2C=CC=CC=2)C2C=CC=CC=2)C=CC=CC=1.C1(P(C2C=CC=CC=2)C2C=CC=CC=2)C=CC=CC=1.C1(P(C2C=CC=CC=2)C2C=CC=CC=2)C=CC=CC=1.C1(P(C2C=CC=CC=2)C2C=CC=CC=2)C=CC=CC=1. The product is [CH3:28][C:29]1[O:30][C:31]2[CH:46]=[CH:45][CH:44]=[CH:43][C:32]=2[C:33]=1[C:2]1[N:3]=[C:4]([N:22]2[CH2:27][CH2:26][O:25][CH2:24][CH2:23]2)[C:5]2[N:10]=[C:9]([CH2:11][N:12]3[CH2:17][CH2:16][CH:15]([C:18]([OH:21])([CH3:20])[CH3:19])[CH2:14][CH2:13]3)[S:8][C:6]=2[N:7]=1. The yield is 0.480. (3) The reactants are [O:1]1[CH2:5][CH2:4][CH2:3][CH:2]1[CH2:6][O:7][C:8]1[CH:13]=[CH:12][CH:11]=[CH:10][C:9]=1[C:14](=[O:16])[CH3:15].[CH2:17]([O:19][C:20](=O)[O:21]CC)[CH3:18].[H-].[Na+].CC(O)=O. The catalyst is C1(C)C=CC=CC=1.O. The product is [CH2:17]([O:19][C:20](=[O:21])[CH2:15][C:14](=[O:16])[C:9]1[CH:10]=[CH:11][CH:12]=[CH:13][C:8]=1[O:7][CH2:6][CH:2]1[CH2:3][CH2:4][CH2:5][O:1]1)[CH3:18]. The yield is 0.640. (4) The reactants are [Br:1][C:2]1[CH:7]=[C:6]([C:8]([F:17])([C:13]([F:16])([F:15])[F:14])[C:9]([F:12])([F:11])[F:10])[CH:5]=[C:4]([C:18]([F:21])([F:20])[F:19])[C:3]=1[NH:22][C:23](=[O:34])[C:24]1[CH:29]=[CH:28][CH:27]=[C:26]([N+:30]([O-:32])=[O:31])[C:25]=1Cl.[F-:35].[K+]. The catalyst is CN(C=O)C. The product is [Br:1][C:2]1[CH:7]=[C:6]([C:8]([F:17])([C:13]([F:16])([F:15])[F:14])[C:9]([F:12])([F:11])[F:10])[CH:5]=[C:4]([C:18]([F:21])([F:20])[F:19])[C:3]=1[NH:22][C:23](=[O:34])[C:24]1[CH:29]=[CH:28][CH:27]=[C:26]([N+:30]([O-:32])=[O:31])[C:25]=1[F:35]. The yield is 0.200. (5) The reactants are ClC1C=C(Cl)C=CC=1C[O:10][C@@H:11]1[C@@H:15]([CH2:16][O:17]CC2C=CC(Cl)=CC=2Cl)[O:14][C@@H:13]([N:27]2[CH:40]=[C:31]3[CH:32]=[CH:33][C:34]4[C:35](=[O:39])[NH:36][N:37]=[CH:38][C:29]([C:30]=43)=[N:28]2)[C@:12]1([CH3:42])[OH:41].B(Cl)(Cl)Cl. The catalyst is C(Cl)Cl. The product is [CH3:42][C@@:12]1([OH:41])[C@H:11]([OH:10])[C@@H:15]([CH2:16][OH:17])[O:14][C@H:13]1[N:27]1[CH:40]=[C:31]2[CH:32]=[CH:33][C:34]3[C:35](=[O:39])[NH:36][N:37]=[CH:38][C:29]([C:30]=32)=[N:28]1. The yield is 0.778. (6) The reactants are [Cl:1][C:2]1[CH:9]=[C:6]([CH:7]=[O:8])[C:5]([OH:10])=[CH:4][CH:3]=1.[CH:11]1([CH2:17]Br)[CH2:16][CH2:15][CH2:14][CH2:13][CH2:12]1.C([O-])([O-])=O.[K+].[K+].CCOCC. The catalyst is CN(C=O)C.O. The product is [Cl:1][C:2]1[CH:3]=[CH:4][C:5]([O:10][CH2:17][CH:11]2[CH2:16][CH2:15][CH2:14][CH2:13][CH2:12]2)=[C:6]([CH:9]=1)[CH:7]=[O:8]. The yield is 0.850. (7) The reactants are [Na:1].[CH3:2][C:3]1([CH3:31])[O:8]C[CH:6]([CH2:9][O:10][C:11]2[C:16](C)=[CH:15][N:14]=[C:13]([CH2:18][S:19]([C:21]3[NH:25][C:24]4[CH:26]=[CH:27][CH:28]=[CH:29][C:23]=4[N:22]=3)=[O:20])[C:12]=2[CH3:30])[CH2:5][O:4]1.CC1(C)OC(CO)CO1.ClC1C=C[N+]([O-])=C(C)C=1C.[F:51]C1C=CC2NC(S)=NC=2C=1. No catalyst specified. The product is [Na:1].[CH3:2][C:3]1([CH3:31])[O:8][CH:6]([CH2:9][O:10][C:11]2[CH:16]=[CH:15][N:14]=[C:13]([CH2:18][S:19]([C:21]3[NH:25][C:24]4[CH:26]=[CH:27][C:28]([F:51])=[CH:29][C:23]=4[N:22]=3)=[O:20])[C:12]=2[CH3:30])[CH2:5][O:4]1. The yield is 0.141.